This data is from Forward reaction prediction with 1.9M reactions from USPTO patents (1976-2016). The task is: Predict the product of the given reaction. (1) Given the reactants [Br:1][C:2]1[CH:3]=[C:4]2[C:14](=[CH:15][CH:16]=1)[O:13][C:7]1[CH:8]=[N:9][C:10]([Cl:12])=[CH:11][C:6]=1[C:5]2([C:18]([CH3:20])=[CH2:19])[OH:17].B.C1C[O:25]CC1.[OH-].[Na+].OO, predict the reaction product. The product is: [Br:1][C:2]1[CH:3]=[C:4]2[C:14](=[CH:15][CH:16]=1)[O:13][C:7]1[CH:8]=[N:9][C:10]([Cl:12])=[CH:11][C:6]=1[C:5]2([CH:18]([CH3:20])[CH2:19][OH:25])[OH:17]. (2) Given the reactants [C:1]1([O:7][C:8](Cl)=[O:9])[CH:6]=[CH:5][CH:4]=[CH:3][CH:2]=1.N1C=CC=CC=1.[F:17][C:18]1[CH:19]=[C:20]2[C:24](=[CH:25][CH:26]=1)[NH:23][CH:22]=[C:21]2[CH2:27][CH2:28][NH2:29], predict the reaction product. The product is: [C:1]1([O:7][C:8](=[O:9])[NH:29][CH2:28][CH2:27][C:21]2[C:20]3[C:24](=[CH:25][CH:26]=[C:18]([F:17])[CH:19]=3)[NH:23][CH:22]=2)[CH:6]=[CH:5][CH:4]=[CH:3][CH:2]=1. (3) Given the reactants [CH3:1][CH2:2][C:3](=O)C([O-])=O.[CH3:8][O:9][C:10](=[O:24])[C@H:11]([CH3:23])[NH:12][C:13]1[CH:18]=[CH:17][C:16]2[O:19][CH2:20][CH2:21][O:22][C:15]=2[CH:14]=1, predict the reaction product. The product is: [CH2:8]([O:9][C:10](=[O:24])[C@H:11]([CH3:23])[NH:12][C:13]1[CH:18]=[CH:17][C:16]2[O:19][CH2:20][CH2:21][O:22][C:15]=2[CH:14]=1)[CH:2]([CH3:3])[CH3:1]. (4) Given the reactants O.[C:2]([OH:6])(=O)[CH:3]=O.[CH3:7][C:8]([C:10]1[CH:15]=[C:14]([F:16])[CH:13]=[C:12]([F:17])[CH:11]=1)=O.O.[OH-].[NH3+:20][NH2:21], predict the reaction product. The product is: [F:17][C:12]1[CH:11]=[C:10]([C:8]2[CH:7]=[CH:3][C:2](=[O:6])[NH:20][N:21]=2)[CH:15]=[C:14]([F:16])[CH:13]=1.